Dataset: Peptide-MHC class II binding affinity with 134,281 pairs from IEDB. Task: Regression. Given a peptide amino acid sequence and an MHC pseudo amino acid sequence, predict their binding affinity value. This is MHC class II binding data. (1) The MHC is DRB1_0401 with pseudo-sequence DRB1_0401. The binding affinity (normalized) is 0.470. The peptide sequence is KFPLKLRGTAVMSLK. (2) The peptide sequence is DRLHPVHAGPVAPGQ. The MHC is DRB1_0405 with pseudo-sequence DRB1_0405. The binding affinity (normalized) is 0. (3) The peptide sequence is KPVSQLRMATPLLMRPM. The MHC is H-2-IAk with pseudo-sequence H-2-IAk. The binding affinity (normalized) is 0.0641. (4) The MHC is HLA-DQA10201-DQB10202 with pseudo-sequence HLA-DQA10201-DQB10202. The binding affinity (normalized) is 0.110. The peptide sequence is MAFLRSVSRLAAAVF. (5) The peptide sequence is LKKEVSETQHGTILV. The MHC is DRB1_1501 with pseudo-sequence DRB1_1501. The binding affinity (normalized) is 0. (6) The peptide sequence is EKKYFAKTQFEPLAA. The MHC is HLA-DQA10101-DQB10501 with pseudo-sequence HLA-DQA10101-DQB10501. The binding affinity (normalized) is 0.418.